From a dataset of Forward reaction prediction with 1.9M reactions from USPTO patents (1976-2016). Predict the product of the given reaction. (1) Given the reactants [Br:1][C:2]1[C:7]([CH3:8])=[CH:6][C:5]([OH:9])=[CH:4][C:3]=1[CH3:10].C([O-])([O-])=O.[Cs+].[Cs+].CS(O[CH:22]1[CH2:27][CH2:26][O:25][CH2:24][CH2:23]1)(=O)=O, predict the reaction product. The product is: [Br:1][C:2]1[C:7]([CH3:8])=[CH:6][C:5]([O:9][CH:22]2[CH2:27][CH2:26][O:25][CH2:24][CH2:23]2)=[CH:4][C:3]=1[CH3:10]. (2) Given the reactants [Cl:1][C:2]1[N:7]=[N:6]C(C#N)=CC=1.[CH3:10][Mg]Br.[CH2:13]1[CH2:17][O:16][CH2:15][CH2:14]1, predict the reaction product. The product is: [Cl:1][C:2]1[N:7]=[N:6][C:13]([C:17](=[O:16])[CH3:10])=[CH:14][CH:15]=1. (3) Given the reactants [CH3:1][NH:2][C:3]1[C:4]2[N:14]=[C:13]([NH:15][CH2:16][CH2:17][CH3:18])[N:12]=[C:11]([NH:19][CH3:20])[C:5]=2[N:6]=[C:7]([C:9]#[N:10])[N:8]=1, predict the reaction product. The product is: [CH3:20][NH:19][C:11]1[C:5]2[N:6]=[C:7]([CH2:9][NH2:10])[N:8]=[C:3]([NH:2][CH3:1])[C:4]=2[N:14]=[C:13]([NH:15][CH2:16][CH2:17][CH3:18])[N:12]=1. (4) Given the reactants [CH3:1][O:2][C:3](=[O:63])[NH:4][CH:5]([C:9]([N:11]1[CH2:15][CH2:14][CH2:13][CH:12]1[C:16]1[NH:17][C:18]([C:21]2[CH:30]=[CH:29][C:28]3[C:23](=[CH:24][CH:25]=[C:26]([C:31]4[CH:36]=[CH:35][C:34]([C:37]5[NH:38][C:39]([CH:42]6[CH2:46][CH:45]([C:47]#[N:48])[CH2:44][N:43]6C(=O)C(NC(OC)=O)C6C=CC=CC=6)=[N:40][CH:41]=5)=[CH:33][CH:32]=4)[CH:27]=3)[CH:22]=2)=[CH:19][N:20]=1)=[O:10])[CH:6]([CH3:8])[CH3:7].COC(NC(C1C=CC=CC=1)C(O)=O)=O.[CH3:79][N:80]([CH:82]([C:86]1[CH:91]=[CH:90][CH:89]=[CH:88][CH:87]=1)[C:83]([OH:85])=O)[CH3:81], predict the reaction product. The product is: [CH3:1][O:2][C:3](=[O:63])[NH:4][CH:5]([C:9]([N:11]1[CH2:15][CH2:14][CH2:13][CH:12]1[C:16]1[NH:17][C:18]([C:21]2[CH:30]=[CH:29][C:28]3[C:23](=[CH:24][CH:25]=[C:26]([C:31]4[CH:36]=[CH:35][C:34]([C:37]5[NH:38][C:39]([CH:42]6[CH2:46][CH:45]([C:47]#[N:48])[CH2:44][N:43]6[C:83](=[O:85])[CH:82]([N:80]([CH3:79])[CH3:81])[C:86]6[CH:91]=[CH:90][CH:89]=[CH:88][CH:87]=6)=[N:40][CH:41]=5)=[CH:33][CH:32]=4)[CH:27]=3)[CH:22]=2)=[CH:19][N:20]=1)=[O:10])[CH:6]([CH3:8])[CH3:7]. (5) Given the reactants C(OC([N:8]1[CH2:13][CH2:12][N:11]([CH:14]([CH3:16])[CH3:15])[CH2:10][C@@H:9]1[C:17]([OH:19])=O)=O)(C)(C)C.[F:20][C:21]1[CH:26]=[CH:25][C:24]([N:27]2[CH2:32][CH2:31][NH:30][CH2:29][CH2:28]2)=[CH:23][CH:22]=1.C1C=CC2N(O)N=NC=2C=1.CCN(C(C)C)C(C)C.CCN=C=NCCCN(C)C.C(O)(C(F)(F)F)=O, predict the reaction product. The product is: [F:20][C:21]1[CH:22]=[CH:23][C:24]([N:27]2[CH2:32][CH2:31][N:30]([C:17]([C@@H:9]3[NH:8][CH2:13][CH2:12][N:11]([CH:14]([CH3:15])[CH3:16])[CH2:10]3)=[O:19])[CH2:29][CH2:28]2)=[CH:25][CH:26]=1. (6) Given the reactants C(C1C=C2C(C3C=C(C=CC=3)CNC(C3C(=O)N(CC4C=CC(F)=C(F)C=4)C=CC=3)=O)=CNC2=NC=1)#N.CC1(C)C(C)(C)OB([C:46]2[S:50][C:49]([CH2:51][NH:52][C:53]([C:55]3[C:56](=[O:70])[N:57]([CH2:61][C:62]4[CH:67]=[CH:66][C:65]([F:68])=[C:64]([F:69])[CH:63]=4)[CH:58]=[CH:59][CH:60]=3)=[O:54])=[CH:48][CH:47]=2)O1.[B].[NH:73]1[C:77]2=[N:78][CH:79]=[C:80]([CH2:82][OH:83])[CH:81]=[C:76]2[CH:75]=[CH:74]1, predict the reaction product. The product is: [OH:83][CH2:82][C:80]1[CH:81]=[C:76]2[C:75]([C:46]3[S:50][C:49]([CH2:51][NH:52][C:53]([C:55]4[C:56](=[O:70])[N:57]([CH2:61][C:62]5[CH:67]=[CH:66][C:65]([F:68])=[C:64]([F:69])[CH:63]=5)[CH:58]=[CH:59][CH:60]=4)=[O:54])=[CH:48][CH:47]=3)=[CH:74][NH:73][C:77]2=[N:78][CH:79]=1.